Dataset: NCI-60 drug combinations with 297,098 pairs across 59 cell lines. Task: Regression. Given two drug SMILES strings and cell line genomic features, predict the synergy score measuring deviation from expected non-interaction effect. (1) Drug 1: C1=C(C(=O)NC(=O)N1)F. Drug 2: CC12CCC3C(C1CCC2OP(=O)(O)O)CCC4=C3C=CC(=C4)OC(=O)N(CCCl)CCCl.[Na+]. Cell line: ACHN. Synergy scores: CSS=44.0, Synergy_ZIP=5.17, Synergy_Bliss=3.46, Synergy_Loewe=-11.0, Synergy_HSA=4.73. (2) Synergy scores: CSS=5.29, Synergy_ZIP=-11.5, Synergy_Bliss=-11.5, Synergy_Loewe=-37.7, Synergy_HSA=-13.7. Cell line: OVCAR-4. Drug 2: CN1C2=C(C=C(C=C2)N(CCCl)CCCl)N=C1CCCC(=O)O.Cl. Drug 1: C1=NC2=C(N1)C(=S)N=C(N2)N. (3) Drug 1: CC12CCC(CC1=CCC3C2CCC4(C3CC=C4C5=CN=CC=C5)C)O. Drug 2: C1=CC(=CC=C1C#N)C(C2=CC=C(C=C2)C#N)N3C=NC=N3. Cell line: OVCAR-8. Synergy scores: CSS=4.56, Synergy_ZIP=-1.06, Synergy_Bliss=1.17, Synergy_Loewe=-2.18, Synergy_HSA=-0.0376. (4) Drug 1: CC1=C(C=C(C=C1)C(=O)NC2=CC(=CC(=C2)C(F)(F)F)N3C=C(N=C3)C)NC4=NC=CC(=N4)C5=CN=CC=C5. Drug 2: C1CN1C2=NC(=NC(=N2)N3CC3)N4CC4. Cell line: OVCAR-5. Synergy scores: CSS=35.1, Synergy_ZIP=2.62, Synergy_Bliss=1.66, Synergy_Loewe=-8.10, Synergy_HSA=-3.60. (5) Drug 1: COC1=CC(=CC(=C1O)OC)C2C3C(COC3=O)C(C4=CC5=C(C=C24)OCO5)OC6C(C(C7C(O6)COC(O7)C8=CC=CS8)O)O. Drug 2: C1C(C(OC1N2C=NC(=NC2=O)N)CO)O. Cell line: SW-620. Synergy scores: CSS=54.6, Synergy_ZIP=3.48, Synergy_Bliss=2.99, Synergy_Loewe=7.73, Synergy_HSA=9.55.